Dataset: Peptide-MHC class I binding affinity with 185,985 pairs from IEDB/IMGT. Task: Regression. Given a peptide amino acid sequence and an MHC pseudo amino acid sequence, predict their binding affinity value. This is MHC class I binding data. (1) The peptide sequence is CLWLLTLGL. The binding affinity (normalized) is 0.0847. The MHC is HLA-B27:05 with pseudo-sequence HLA-B27:05. (2) The peptide sequence is QLIPCMDV. The MHC is Mamu-B01 with pseudo-sequence Mamu-B01. The binding affinity (normalized) is 0. (3) The peptide sequence is SHDVLTVQF. The MHC is HLA-A31:01 with pseudo-sequence HLA-A31:01. The binding affinity (normalized) is 0.0847. (4) The peptide sequence is EIPGSPGSY. The MHC is HLA-B40:01 with pseudo-sequence HLA-B40:01. The binding affinity (normalized) is 0.0847. (5) The peptide sequence is VTFGWYRL. The MHC is H-2-Kb with pseudo-sequence H-2-Kb. The binding affinity (normalized) is 0.975. (6) The MHC is HLA-A30:01 with pseudo-sequence HLA-A30:01. The peptide sequence is SVNCFTSLVWAPL. The binding affinity (normalized) is 0.166. (7) The peptide sequence is GLCNYGGILI. The MHC is HLA-A02:01 with pseudo-sequence HLA-A02:01. The binding affinity (normalized) is 0.0671. (8) The peptide sequence is NITRLEVIGL. The MHC is HLA-A02:03 with pseudo-sequence HLA-A02:03. The binding affinity (normalized) is 0.579. (9) The peptide sequence is KPKLARGEL. The MHC is HLA-B35:01 with pseudo-sequence HLA-B35:01. The binding affinity (normalized) is 0.0847.